This data is from Forward reaction prediction with 1.9M reactions from USPTO patents (1976-2016). The task is: Predict the product of the given reaction. Given the reactants [F:1][C:2]1[C:11]([CH2:12][C:13]2[N:17]3[N:18]=[C:19]([C:22](=O)[CH3:23])[CH:20]=[CH:21][C:16]3=[N:15][N:14]=2)=[C:10]([F:25])[CH:9]=[C:8]2[C:3]=1[CH:4]=[C:5]([N:26]1[CH2:31][CH2:30][O:29][CH2:28][CH2:27]1)[CH:6]=[N:7]2.Cl.[NH2:33][OH:34], predict the reaction product. The product is: [F:1][C:2]1[C:11]([CH2:12][C:13]2[N:17]3[N:18]=[C:19](/[C:22](=[N:33]/[OH:34])/[CH3:23])[CH:20]=[CH:21][C:16]3=[N:15][N:14]=2)=[C:10]([F:25])[CH:9]=[C:8]2[C:3]=1[CH:4]=[C:5]([N:26]1[CH2:31][CH2:30][O:29][CH2:28][CH2:27]1)[CH:6]=[N:7]2.